From a dataset of Experimentally validated miRNA-target interactions with 360,000+ pairs, plus equal number of negative samples. Binary Classification. Given a miRNA mature sequence and a target amino acid sequence, predict their likelihood of interaction. The miRNA is hsa-miR-519c-3p with sequence AAAGUGCAUCUUUUUAGAGGAU. The protein sequence of the target gene is MEMFTFLLTCIFLPLLRGHSLFTCEPITVPRCMKMAYNMTFFPNLMGHYDQSIAAVEMEHFLPLANLECSPNIETFLCKAFVPTCIEQIHVVPPCRKLCEKVYSDCKKLIDTFGIRWPEELECDRLQYCDETVPVTFDPHTEFLGPQKKTEQVQRDIGFWCPRHLKTSGGQGYKFLGIDQCAPPCPNMYFKSDELEFAKSFIGTVSIFCLCATLFTFLTFLIDVRRFRYPERPIIYYSVCYSIVSLMYFIGFLLGDSTACNKADEKLELGDTVVLGSQNKACTVLFMLLYFFTMAGTVWW.... Result: 1 (interaction).